Dataset: Peptide-MHC class II binding affinity with 134,281 pairs from IEDB. Task: Regression. Given a peptide amino acid sequence and an MHC pseudo amino acid sequence, predict their binding affinity value. This is MHC class II binding data. (1) The peptide sequence is GATDVDGMAWFTPVG. The MHC is DRB1_1501 with pseudo-sequence DRB1_1501. The binding affinity (normalized) is 0.0937. (2) The peptide sequence is VQYENLKYTVIITVH. The MHC is DRB1_0701 with pseudo-sequence DRB1_0701. The binding affinity (normalized) is 0.625. (3) The peptide sequence is VCGMFTNRSGSQQWR. The MHC is DRB4_0101 with pseudo-sequence DRB4_0103. The binding affinity (normalized) is 0.152. (4) The peptide sequence is GRRYELETNLQHRDG. The MHC is DRB3_0202 with pseudo-sequence DRB3_0202. The binding affinity (normalized) is 0.461. (5) The peptide sequence is TMAGCGYLMFLGGVK. The MHC is DRB1_1301 with pseudo-sequence DRB1_1301. The binding affinity (normalized) is 0.470.